This data is from Reaction yield outcomes from USPTO patents with 853,638 reactions. The task is: Predict the reaction yield, written as a fraction of the theoretical maximum amount of product (1.0 means a 100% yield; for example, 0.34 means a 34% yield). (1) The reactants are [CH3:1][O:2][C:3]1[N:8]=[C:7]([CH2:9][C:10]#N)[C:6]([N+:12]([O-])=O)=[CH:5][CH:4]=1. The catalyst is CCO.[Pd]. The product is [CH3:1][O:2][C:3]1[N:8]=[C:7]2[CH:9]=[CH:10][NH:12][C:6]2=[CH:5][CH:4]=1. The yield is 0.640. (2) The reactants are [Cl-].[C:2]([C:4]1[C:16]([N+:17]([O-:19])=[O:18])=[CH:15][CH:14]=[CH:13][C:5]=1[O:6][CH2:7][C@H:8]1[CH2:12][CH2:11][CH2:10][NH2+:9]1)#[N:3].CCN(CC)CC.[C:27](Cl)(=[O:31])[CH2:28][CH2:29][CH3:30]. The catalyst is C1COCC1. The product is [C:27]([N:9]1[CH2:10][CH2:11][CH2:12][C@@H:8]1[CH2:7][O:6][C:5]1[CH:13]=[CH:14][CH:15]=[C:16]([N+:17]([O-:19])=[O:18])[C:4]=1[C:2]#[N:3])(=[O:31])[CH2:28][CH2:29][CH3:30]. The yield is 0.820. (3) The reactants are [CH2:1]([C:5]1[N:6]=[C:7]([CH3:27])[NH:8][C:9](=[O:26])[C:10]=1[CH2:11][C:12]1[CH:17]=[CH:16][C:15]([C:18]2[C:19]([C:24]#[N:25])=[CH:20][CH:21]=[CH:22][CH:23]=2)=[CH:14][CH:13]=1)[CH2:2][CH2:3][CH3:4].C(=O)([O-])[O-].[K+].[K+].Br[CH2:35][C:36]1[C:41]([F:42])=[CH:40][CH:39]=[CH:38][C:37]=1[F:43].CN(C)C=O. The catalyst is C(OCC)(=O)C. The product is [CH2:1]([C:5]1[N:6]=[C:7]([CH3:27])[N:8]([CH2:35][C:36]2[C:41]([F:42])=[CH:40][CH:39]=[CH:38][C:37]=2[F:43])[C:9](=[O:26])[C:10]=1[CH2:11][C:12]1[CH:17]=[CH:16][C:15]([C:18]2[C:19]([C:24]#[N:25])=[CH:20][CH:21]=[CH:22][CH:23]=2)=[CH:14][CH:13]=1)[CH2:2][CH2:3][CH3:4]. The yield is 0.550. (4) The reactants are [NH2:1][C:2]1[C:11]2[C:6](=[C:7](Br)[CH:8]=[CH:9][CH:10]=2)[N:5]=[N:4][C:3]=1[C:13]([NH:15][CH2:16][CH2:17][CH3:18])=[O:14].[CH3:19][O:20][C:21]1[CH:22]=[C:23](B2OC(C)(C)C(C)(C)O2)[CH:24]=[C:25]([O:27][CH3:28])[CH:26]=1. No catalyst specified. The product is [NH2:1][C:2]1[C:11]2[C:6](=[C:7]([C:23]3[CH:22]=[C:21]([O:20][CH3:19])[CH:26]=[C:25]([O:27][CH3:28])[CH:24]=3)[CH:8]=[CH:9][CH:10]=2)[N:5]=[N:4][C:3]=1[C:13]([NH:15][CH2:16][CH2:17][CH3:18])=[O:14]. The yield is 0.939. (5) The reactants are [H-].[Na+].[CH2:3]([OH:10])[C:4]1[CH:9]=[CH:8][CH:7]=[CH:6][CH:5]=1.[Cl:11][C:12]1[CH:28]=[C:27]([Cl:29])[CH:26]=[CH:25][C:13]=1[CH2:14][NH:15][C:16](=[O:24])[C:17]1[CH:22]=[CH:21][N:20]=[C:19](F)[CH:18]=1. The catalyst is CN(C)C(=O)C. The product is [CH2:3]([O:10][C:19]1[CH:18]=[C:17]([CH:22]=[CH:21][N:20]=1)[C:16]([NH:15][CH2:14][C:13]1[CH:25]=[CH:26][C:27]([Cl:29])=[CH:28][C:12]=1[Cl:11])=[O:24])[C:4]1[CH:9]=[CH:8][CH:7]=[CH:6][CH:5]=1. The yield is 0.386.